Dataset: Full USPTO retrosynthesis dataset with 1.9M reactions from patents (1976-2016). Task: Predict the reactants needed to synthesize the given product. (1) Given the product [F:38][C:39]([F:44])([F:43])[C:40]([OH:42])=[O:41].[CH3:37][O:36][C:34](=[O:35])[CH2:33][N:17]1[C:16]2[N:15]=[C:14]([N:11]3[CH2:10][CH2:9][NH:8][CH2:13][CH2:12]3)[N:22]([C:23]3[CH:28]=[CH:27][CH:26]=[CH:25][C:24]=3[Cl:29])[C:21]=2[C:20](=[O:30])[N:19]([CH3:31])[C:18]1=[O:32], predict the reactants needed to synthesize it. The reactants are: C(OC([N:8]1[CH2:13][CH2:12][N:11]([C:14]2[N:22]([C:23]3[CH:28]=[CH:27][CH:26]=[CH:25][C:24]=3[Cl:29])[C:21]3[C:20](=[O:30])[N:19]([CH3:31])[C:18](=[O:32])[N:17]([CH2:33][C:34]([O:36][CH3:37])=[O:35])[C:16]=3[N:15]=2)[CH2:10][CH2:9]1)=O)(C)(C)C.[F:38][C:39]([F:44])([F:43])[C:40]([OH:42])=[O:41]. (2) The reactants are: [Cl:1][C:2](Cl)([O:4]C(=O)OC(Cl)(Cl)Cl)Cl.[Cl:13][C:14]1[CH:15]=[C:16]([C@@H:20]([C@@H:29]2[CH2:34][CH2:33][CH2:32][NH:31][CH2:30]2)[O:21][CH2:22][CH2:23][NH:24][C:25](=[O:28])[O:26][CH3:27])[CH:17]=[CH:18][CH:19]=1. Given the product [Cl:1][C:2]([N:31]1[CH2:32][CH2:33][CH2:34][C@@H:29]([C@H:20]([C:16]2[CH:17]=[CH:18][CH:19]=[C:14]([Cl:13])[CH:15]=2)[O:21][CH2:22][CH2:23][NH:24][C:25](=[O:28])[O:26][CH3:27])[CH2:30]1)=[O:4], predict the reactants needed to synthesize it. (3) Given the product [CH:1]1([CH2:4][O:5][C:6]2[CH:11]=[CH:10][C:9]([F:12])=[CH:8][C:7]=2[C:13]2[CH:18]=[CH:17][N:16]=[C:15]3[C:19]([C:31]([NH:34][C@@H:35]4[CH2:40][CH2:39][N:38]([C:41]([O:43][C:44]([CH3:46])([CH3:45])[CH3:47])=[O:42])[CH2:37][C@H:36]4[OH:48])=[O:32])=[C:20]([CH3:30])[N:21]([CH2:22][O:23][CH2:24][CH2:25][Si:26]([CH3:27])([CH3:29])[CH3:28])[C:14]=23)[CH2:2][CH2:3]1, predict the reactants needed to synthesize it. The reactants are: [CH:1]1([CH2:4][O:5][C:6]2[CH:11]=[CH:10][C:9]([F:12])=[CH:8][C:7]=2[C:13]2[CH:18]=[CH:17][N:16]=[C:15]3[C:19]([C:31](O)=[O:32])=[C:20]([CH3:30])[N:21]([CH2:22][O:23][CH2:24][CH2:25][Si:26]([CH3:29])([CH3:28])[CH3:27])[C:14]=23)[CH2:3][CH2:2]1.[NH2:34][C@@H:35]1[CH2:40][CH2:39][N:38]([C:41]([O:43][C:44]([CH3:47])([CH3:46])[CH3:45])=[O:42])[CH2:37][C@H:36]1[OH:48]. (4) Given the product [CH3:1][O:2][C:3](=[O:31])[C@@H:4]([O:6][C:7]1[CH:8]=[C:9]([CH:28]=[CH:29][CH:30]=1)[CH2:10][N:11]1[C:19]2[C:14](=[CH:15][C:16]([C:20]([OH:22])=[O:21])=[CH:17][CH:18]=2)[C:13]([CH3:26])=[C:12]1[CH3:27])[CH3:5], predict the reactants needed to synthesize it. The reactants are: [CH3:1][O:2][C:3](=[O:31])[C@@H:4]([O:6][C:7]1[CH:8]=[C:9]([CH:28]=[CH:29][CH:30]=1)[CH2:10][N:11]1[C:19]2[C:14](=[CH:15][C:16]([C:20]([O:22]CC=C)=[O:21])=[CH:17][CH:18]=2)[C:13]([CH3:26])=[C:12]1[CH3:27])[CH3:5].N1CCOCC1. (5) Given the product [CH3:21][O:20][N:19]([CH3:18])[C:7](=[O:8])[C:6]1[CH:10]=[C:11]([C:13]([F:16])([F:15])[F:14])[CH:12]=[C:4]([N+:1]([O-:3])=[O:2])[CH:5]=1, predict the reactants needed to synthesize it. The reactants are: [N+:1]([C:4]1[CH:5]=[C:6]([CH:10]=[C:11]([C:13]([F:16])([F:15])[F:14])[CH:12]=1)[C:7](O)=[O:8])([O-:3])=[O:2].Cl.[CH3:18][NH:19][O:20][CH3:21].C1C=CC2N(O)N=NC=2C=1.CCN=C=NCCCN(C)C.Cl.